Dataset: Full USPTO retrosynthesis dataset with 1.9M reactions from patents (1976-2016). Task: Predict the reactants needed to synthesize the given product. (1) The reactants are: ClC1C=CC(OC)=C(C2C=CC(CNS(C3C(C)=NN(C)C=3Cl)(=O)=O)=C(OC)C=2)C=1.FC(OC(=O)C)(F)F.[Cl:39][C:40]1[CH:41]=[C:42]([C:48]2[CH:55]=[CH:54][C:51]([CH2:52][NH2:53])=[CH:50][C:49]=2[O:56][CH3:57])[C:43]([O:46][CH3:47])=[N:44][CH:45]=1.[CH3:58][C:59]1[C:63]([S:64](Cl)(=[O:66])=[O:65])=[C:62]([CH3:68])[O:61][N:60]=1. Given the product [Cl:39][C:40]1[CH:41]=[C:42]([C:48]2[CH:55]=[CH:54][C:51]([CH2:52][NH:53][S:64]([C:63]3[C:59]([CH3:58])=[N:60][O:61][C:62]=3[CH3:68])(=[O:66])=[O:65])=[CH:50][C:49]=2[O:56][CH3:57])[C:43]([O:46][CH3:47])=[N:44][CH:45]=1, predict the reactants needed to synthesize it. (2) Given the product [C:1]12([NH:6][C:7]([C:9]3[CH:10]=[C:11]([C:15]4[C:16]([CH2:35][CH2:36][C:37]([N:46]=[N+:47]=[N-:48])=[O:39])=[CH:17][C:18]5[O:22][C:21]([C:23]6[CH:24]=[CH:25][C:26]([F:29])=[CH:27][CH:28]=6)=[C:20]([C:30](=[O:33])[NH:31][CH3:32])[C:19]=5[CH:34]=4)[CH:12]=[CH:13][CH:14]=3)=[O:8])[CH2:2][CH:3]([CH2:5]1)[CH2:4]2, predict the reactants needed to synthesize it. The reactants are: [C:1]12([NH:6][C:7]([C:9]3[CH:10]=[C:11]([C:15]4[C:16]([CH2:35][CH2:36][C:37]([OH:39])=O)=[CH:17][C:18]5[O:22][C:21]([C:23]6[CH:28]=[CH:27][C:26]([F:29])=[CH:25][CH:24]=6)=[C:20]([C:30](=[O:33])[NH:31][CH3:32])[C:19]=5[CH:34]=4)[CH:12]=[CH:13][CH:14]=3)=[O:8])[CH2:5][CH:3]([CH2:4]1)[CH2:2]2.ClC(OCC)=O.[N-:46]=[N+:47]=[N-:48].[Na+]. (3) Given the product [CH2:8]([O:10][C:11](=[O:23])[C:12]([C:14]1[C:22]2[C:17](=[CH:18][CH:19]=[CH:20][CH:21]=2)[N:16]([CH2:3][CH2:4][N:5]([CH3:7])[CH3:6])[CH:15]=1)=[O:13])[CH3:9], predict the reactants needed to synthesize it. The reactants are: ClC[CH2:3][CH2:4][N:5]([CH3:7])[CH3:6].[CH2:8]([O:10][C:11](=[O:23])[C:12]([C:14]1[C:22]2[C:17](=[CH:18][CH:19]=[CH:20][CH:21]=2)[NH:16][CH:15]=1)=[O:13])[CH3:9].C([O-])([O-])=O.[Cs+].[Cs+]. (4) Given the product [F:10][C:5]1[CH:4]=[C:3]([O:11][CH3:12])[C:2]([CH2:15][CH:14]=[CH2:13])=[CH:9][C:6]=1[C:7]#[N:8], predict the reactants needed to synthesize it. The reactants are: Br[C:2]1[C:3]([O:11][CH3:12])=[CH:4][C:5]([F:10])=[C:6]([CH:9]=1)[C:7]#[N:8].[CH2:13]([Sn](CCCC)(CCCC)CCCC)[CH:14]=[CH2:15].[Li+].[Cl-]. (5) Given the product [C:1]([C:4]1[C:5](=[O:15])[O:6][C:7]2[C:12]([CH:13]=1)=[CH:11][CH:10]=[C:9]([O:14][CH2:16][CH2:17][OH:18])[CH:8]=2)(=[O:3])[CH3:2], predict the reactants needed to synthesize it. The reactants are: [C:1]([C:4]1[C:5](=[O:15])[O:6][C:7]2[C:12]([CH:13]=1)=[CH:11][CH:10]=[C:9]([OH:14])[CH:8]=2)(=[O:3])[CH3:2].[CH2:16](O)[CH2:17][OH:18].C1(P(C2C=CC=CC=2)C2C=CC=CC=2)C=CC=CC=1.C(N(CC)CC)C.N(C(OC(C)C)=O)=NC(OC(C)C)=O. (6) Given the product [Cl:1][C:2]1[CH:3]=[CH:4][C:5]([C:27]#[N:28])=[C:6]([C:8]2[C:13]([O:14][CH3:15])=[CH:12][N:11]([CH:16]([CH2:20][C:21]3([CH3:25])[CH2:22][O:23][CH2:24]3)[C:17]([NH:29][C:30]3[CH:31]=[CH:32][C:33]([C:34]([O:36][CH2:37][CH:38]=[CH2:39])=[O:35])=[CH:40][CH:41]=3)=[O:19])[C:10](=[O:26])[CH:9]=2)[CH:7]=1, predict the reactants needed to synthesize it. The reactants are: [Cl:1][C:2]1[CH:3]=[CH:4][C:5]([C:27]#[N:28])=[C:6]([C:8]2[C:13]([O:14][CH3:15])=[CH:12][N:11]([CH:16]([CH2:20][C:21]3([CH3:25])[CH2:24][O:23][CH2:22]3)[C:17]([OH:19])=O)[C:10](=[O:26])[CH:9]=2)[CH:7]=1.[NH2:29][C:30]1[CH:41]=[CH:40][C:33]([C:34]([O:36][CH2:37][CH:38]=[CH2:39])=[O:35])=[CH:32][CH:31]=1.CC(C)N=C=NC(C)C.C(#N)C.O. (7) Given the product [CH3:31][N:25]1[C:26](=[O:27])[C:28](=[C:13]2[C:14]3[C:19](=[CH:18][CH:17]=[CH:16][CH:15]=3)[C:11](=[C:1]3[C:9]4[C:4](=[CH:5][CH:6]=[CH:7][CH:8]=4)[C:3](=[C:28]4[C:29](=[O:30])[N:22]([CH3:21])[C:23](=[O:24])[N:25]([CH3:31])[C:26]4=[O:27])[NH:2]3)[NH:12]2)[C:29](=[O:30])[N:22]([CH3:21])[C:23]1=[O:24], predict the reactants needed to synthesize it. The reactants are: [C:1]1(=[C:11]2[C:19]3[C:14](=[CH:15][CH:16]=[CH:17][CH:18]=3)[C:13](=N)[NH:12]2)[C:9]2[C:4](=[CH:5][CH:6]=[CH:7][CH:8]=2)[C:3](=N)[NH:2]1.[CH3:21][N:22]1[C:29](=[O:30])[CH2:28][C:26](=[O:27])[N:25]([CH3:31])[C:23]1=[O:24]. (8) Given the product [N:33]([CH2:32][CH2:31][C:26]1([C:24]([NH:23][C@@H:4]([CH2:5][C:6]2[CH:7]=[CH:8][C:9]([NH:12][C:13](=[O:22])[C:14]3[C:15]([Cl:21])=[CH:16][CH:17]=[CH:18][C:19]=3[Cl:20])=[CH:10][CH:11]=2)[C:3]([OH:36])=[O:2])=[O:25])[CH2:30][CH2:29][CH2:28][CH2:27]1)=[N+:34]=[N-:35], predict the reactants needed to synthesize it. The reactants are: C[O:2][C:3](=[O:36])[C@@H:4]([NH:23][C:24]([C:26]1([CH2:31][CH2:32][N:33]=[N+:34]=[N-:35])[CH2:30][CH2:29][CH2:28][CH2:27]1)=[O:25])[CH2:5][C:6]1[CH:11]=[CH:10][C:9]([NH:12][C:13](=[O:22])[C:14]2[C:19]([Cl:20])=[CH:18][CH:17]=[CH:16][C:15]=2[Cl:21])=[CH:8][CH:7]=1.[OH-].[Na+]. (9) Given the product [CH3:17][O:16][C:14](=[O:15])[C:13]1[CH:18]=[CH:19][C:10]([CH:8]([O:7][CH3:1])[CH3:9])=[CH:11][CH:12]=1, predict the reactants needed to synthesize it. The reactants are: [CH3:1]O.[Bi](Br)(Br)Br.[OH:7][CH:8]([C:10]1[CH:19]=[CH:18][C:13]([C:14]([O:16][CH3:17])=[O:15])=[CH:12][CH:11]=1)[CH3:9]. (10) Given the product [F:1][C:2]1[CH:3]=[CH:4][C:5]([C:8]2[CH:12]=[C:11]3[N:13]=[CH:16][CH:17]=[CH:18][N:10]3[N:9]=2)=[CH:6][CH:7]=1, predict the reactants needed to synthesize it. The reactants are: [F:1][C:2]1[CH:7]=[CH:6][C:5]([C:8]2[CH:12]=[C:11]([NH2:13])[NH:10][N:9]=2)=[CH:4][CH:3]=1.CO[CH:16](OC)[CH2:17][CH:18](OC)OC.O.[NH4+].[OH-].